This data is from Reaction yield outcomes from USPTO patents with 853,638 reactions. The task is: Predict the reaction yield, written as a fraction of the theoretical maximum amount of product (1.0 means a 100% yield; for example, 0.34 means a 34% yield). (1) The reactants are [Br:1][C:2]1[CH:7]=[C:6]([F:8])[C:5]([F:9])=[CH:4][C:3]=1[S:10][CH2:11][C:12]([CH3:14])=O. The catalyst is ClC1C=CC=CC=1. The product is [Br:1][C:2]1[C:3]2[S:10][CH:11]=[C:12]([CH3:14])[C:4]=2[C:5]([F:9])=[C:6]([F:8])[CH:7]=1. The yield is 0.630. (2) The reactants are [CH2:1]([CH:5]([C:12]1[C:13](=[O:23])[O:14][C:15]2[C:20]([C:21]=1[OH:22])=[CH:19][CH:18]=[CH:17][CH:16]=2)[C:6]1[CH:11]=[CH:10][CH:9]=[CH:8][CH:7]=1)[C:2]([CH3:4])=[O:3].[C:24](Cl)(=[O:42])[CH2:25][CH2:26][CH2:27][CH2:28][CH2:29][CH2:30][CH2:31]/[CH:32]=[CH:33]/[CH2:34][CH2:35][CH2:36][CH2:37][CH2:38][CH2:39][CH2:40][CH3:41]. The catalyst is O1CCOCC1.N1C=CC=CC=1. The product is [CH2:1]([CH:5]([C:12]1[C:13](=[O:23])[O:14][C:15]2[C:20]([C:21]=1[O:22][C:24](=[O:42])[CH2:25][CH2:26][CH2:27][CH2:28][CH2:29][CH2:30][CH2:31]/[CH:32]=[CH:33]/[CH2:34][CH2:35][CH2:36][CH2:37][CH2:38][CH2:39][CH2:40][CH3:41])=[CH:19][CH:18]=[CH:17][CH:16]=2)[C:6]1[CH:7]=[CH:8][CH:9]=[CH:10][CH:11]=1)[C:2]([CH3:4])=[O:3]. The yield is 0.700. (3) The reactants are [CH3:1][O:2][C:3]1[C:12]2[NH:11][C:10](=O)[C@@H:9]3[CH2:14][N:15]([C:17]([O:19][C:20]([CH3:23])([CH3:22])[CH3:21])=[O:18])[CH2:16][C@@H:8]3[C:7]=2[CH:6]=[CH:5][CH:4]=1.CN(C=O)C.[Br:29]N1C(=O)CCC1=O. The catalyst is C1COCC1.O.C(OCC)(=O)C. The product is [Br:29][C:5]1[CH:4]=[C:3]([O:2][CH3:1])[C:12]2[NH:11][CH2:10][C@@H:9]3[CH2:14][N:15]([C:17]([O:19][C:20]([CH3:23])([CH3:22])[CH3:21])=[O:18])[CH2:16][C@@H:8]3[C:7]=2[CH:6]=1. The yield is 0.830. (4) The reactants are [BH4-].[Na+].[O:3]=[C:4]1[CH2:10][CH:9]2[N:11]([C:12]([O:14][C:15]([CH3:18])([CH3:17])[CH3:16])=[O:13])[CH:6]([CH2:7][CH2:8]2)[CH2:5]1. The catalyst is C(O)C. The product is [OH:3][CH:4]1[CH2:5][CH:6]2[N:11]([C:12]([O:14][C:15]([CH3:18])([CH3:17])[CH3:16])=[O:13])[CH:9]([CH2:8][CH2:7]2)[CH2:10]1. The yield is 0.920. (5) The reactants are [Br:1][C:2]1[CH:3]=[C:4]([CH:7]=[C:8]([Br:10])[CH:9]=1)[CH:5]=[O:6].[CH2:11]([Mg]Br)[CH:12]([CH3:14])[CH3:13]. The catalyst is C1COCC1. The product is [Br:1][C:2]1[CH:3]=[C:4]([CH:5]([OH:6])[CH2:11][CH:12]([CH3:14])[CH3:13])[CH:7]=[C:8]([Br:10])[CH:9]=1. The yield is 0.260. (6) The reactants are [F:1][C:2]1[CH:23]=[CH:22][C:5]([CH2:6][NH:7][C:8]([C:10]2[S:14][C:13]([N:15]3[CH2:19][CH2:18][CH2:17][C:16]3=[O:20])=[N:12][C:11]=2[CH3:21])=[O:9])=[CH:4][CH:3]=1.C[Si]([N-][Si](C)(C)C)(C)C.[Li+].[CH:34]1([CH:37]=O)[CH2:36][CH2:35]1.[Cl-].[NH4+]. The catalyst is CN1CCCN(C)C1=O.O1CCCC1. The product is [CH:34]1([CH2:37][CH:17]2[CH2:18][CH2:19][N:15]([C:13]3[S:14][C:10]([C:8]([NH:7][CH2:6][C:5]4[CH:22]=[CH:23][C:2]([F:1])=[CH:3][CH:4]=4)=[O:9])=[C:11]([CH3:21])[N:12]=3)[C:16]2=[O:20])[CH2:36][CH2:35]1. The yield is 0.170.